From a dataset of Full USPTO retrosynthesis dataset with 1.9M reactions from patents (1976-2016). Predict the reactants needed to synthesize the given product. (1) Given the product [Cl:35][C:32]1[CH:33]=[CH:34][C:29]([NH:1][C:2]2[CH:27]=[CH:26][C:5]([O:6][C:7]3[C:8]([CH:13]4[CH2:18][CH2:17][N:16]([C:19]([O:21][C:22]([CH3:23])([CH3:24])[CH3:25])=[O:20])[CH2:15][CH2:14]4)=[N:9][CH:10]=[CH:11][N:12]=3)=[CH:4][CH:3]=2)=[N:30][CH:31]=1, predict the reactants needed to synthesize it. The reactants are: [NH2:1][C:2]1[CH:27]=[CH:26][C:5]([O:6][C:7]2[C:8]([CH:13]3[CH2:18][CH2:17][N:16]([C:19]([O:21][C:22]([CH3:25])([CH3:24])[CH3:23])=[O:20])[CH2:15][CH2:14]3)=[N:9][CH:10]=[CH:11][N:12]=2)=[CH:4][CH:3]=1.Br[C:29]1[CH:34]=[CH:33][C:32]([Cl:35])=[CH:31][N:30]=1.C(=O)([O-])[O-].[Cs+].[Cs+].C1(C)C=CC=CC=1. (2) Given the product [I:14][C:3]1[C:4]2[C:9](=[C:8]([CH2:10][OH:11])[CH:7]=[CH:6][CH:5]=2)[NH:1][N:2]=1, predict the reactants needed to synthesize it. The reactants are: [NH:1]1[C:9]2[C:4](=[CH:5][CH:6]=[CH:7][C:8]=2[CH2:10][OH:11])[CH:3]=[N:2]1.[OH-].[K+].[I:14]I. (3) The reactants are: NC1C=CC(OC2C=CN=C3C=C(C4C=CC(O)=CC=4)SC=23)=CC=1.F[C:26]1[CH:27]=[C:28]([NH:49][C:50]([NH:52][C:53](=[O:61])[CH2:54][C:55]2[CH:60]=[CH:59][CH:58]=[CH:57][CH:56]=2)=[S:51])[CH:29]=[CH:30][C:31]=1[O:32][C:33]1[CH:38]=[CH:37][N:36]=[C:35]2[CH:39]=[C:40]([C:42]3[CH:47]=[CH:46][C:45]([OH:48])=[CH:44][CH:43]=3)[S:41][C:34]=12. Given the product [OH:48][C:45]1[CH:46]=[CH:47][C:42]([C:40]2[S:41][C:34]3[C:35](=[N:36][CH:37]=[CH:38][C:33]=3[O:32][C:31]3[CH:30]=[CH:29][C:28]([NH:49][C:50]([NH:52][C:53](=[O:61])[CH2:54][C:55]4[CH:56]=[CH:57][CH:58]=[CH:59][CH:60]=4)=[S:51])=[CH:27][CH:26]=3)[CH:39]=2)=[CH:43][CH:44]=1, predict the reactants needed to synthesize it. (4) Given the product [CH3:1][O:2][C:3]1[CH:12]=[C:11]([CH2:13][N:14]2[CH2:20][C:19]3[CH:21]=[C:22]([O:25][CH3:26])[N:23]=[CH:24][C:18]=3[S:17][CH2:16][CH2:15]2)[CH:10]=[CH:9][C:4]=1[C:5]([OH:7])=[O:6], predict the reactants needed to synthesize it. The reactants are: [CH3:1][O:2][C:3]1[CH:12]=[C:11]([CH2:13][N:14]2[CH2:20][C:19]3[CH:21]=[C:22]([O:25][CH3:26])[N:23]=[CH:24][C:18]=3[S:17][CH2:16][CH2:15]2)[CH:10]=[CH:9][C:4]=1[C:5]([O:7]C)=[O:6].CO.C1COCC1.[OH-].[Li+]. (5) Given the product [CH3:36][N:37]([CH2:31][C:8]1[C:9]2[O:13][N:12]=[C:11]([CH2:14][CH2:15][CH:16]3[CH2:17][CH2:18][N:19]([C:22]([O:24][C:25]([CH3:27])([CH3:26])[CH3:28])=[O:23])[CH2:20][CH2:21]3)[C:10]=2[CH:29]=[CH:30][C:7]=1[N:4]1[CH2:3][CH2:2][O:1][CH2:6][CH2:5]1)[CH3:38], predict the reactants needed to synthesize it. The reactants are: [O:1]1[CH2:6][CH2:5][N:4]([C:7]2[CH:30]=[CH:29][C:10]3[C:11]([CH2:14][CH2:15][CH:16]4[CH2:21][CH2:20][N:19]([C:22]([O:24][C:25]([CH3:28])([CH3:27])[CH3:26])=[O:23])[CH2:18][CH2:17]4)=[N:12][O:13][C:9]=3[C:8]=2/[CH:31]=C/C)[CH2:3][CH2:2]1.O1C[CH2:38][N:37](C2C=CC3C(CCC4CCN(C(OC(C)(C)C)=O)CC4)=NOC=3C=2/C=C\C)[CH2:36]C1.N1C(C)=CC=CC=1C.I([O-])(=O)(=O)=O.[Na+].